This data is from Full USPTO retrosynthesis dataset with 1.9M reactions from patents (1976-2016). The task is: Predict the reactants needed to synthesize the given product. (1) Given the product [CH2:16]([O:15][C:6]1[CH:7]=[CH:8][C:9]2[C:14](=[CH:13][CH:12]=[CH:11][CH:10]=2)[C:5]=1[C:3](=[O:4])[CH2:2][O:21][C:18](=[O:20])[CH3:19])[CH3:17], predict the reactants needed to synthesize it. The reactants are: Br[CH2:2][C:3]([C:5]1[C:14]2[C:9](=[CH:10][CH:11]=[CH:12][CH:13]=2)[CH:8]=[CH:7][C:6]=1[O:15][CH2:16][CH3:17])=[O:4].[C:18]([O-:21])(=[O:20])[CH3:19].[Na+]. (2) The reactants are: [O:1]1[C:5]2([CH:14]=[CH:13][C:8]3(OCC[O:9]3)[CH:7]=[CH:6]2)[O:4][CH2:3][CH2:2]1.O.C(O)(=O)C. Given the product [O:1]1[C:5]2([CH:6]=[CH:7][C:8](=[O:9])[CH:13]=[CH:14]2)[O:4][CH2:3][CH2:2]1, predict the reactants needed to synthesize it. (3) Given the product [CH2:2]([O:4][C:5](=[O:16])[C:6]1[CH:11]=[CH:10][C:9]([O:12][CH2:13][CH2:14][NH:15][C:27]([C:19]2[O:20][C:21]3[CH:26]=[CH:25][CH:24]=[CH:23][C:22]=3[C:18]=2[CH3:17])=[O:28])=[CH:8][CH:7]=1)[CH3:3], predict the reactants needed to synthesize it. The reactants are: Cl.[CH2:2]([O:4][C:5](=[O:16])[C:6]1[CH:11]=[CH:10][C:9]([O:12][CH2:13][CH2:14][NH2:15])=[CH:8][CH:7]=1)[CH3:3].[CH3:17][C:18]1[C:22]2[CH:23]=[CH:24][CH:25]=[CH:26][C:21]=2[O:20][C:19]=1[C:27](O)=[O:28].P(Cl)(Cl)(Cl)=O. (4) Given the product [F:66][C:67]([F:71])([F:70])[CH2:68][NH:69][C:6]([CH:4]1[CH2:5][C:2]([F:1])([C:9]2[CH:14]=[CH:13][C:12]([C:15]3[CH2:19][C:18]([C:24]4[CH:29]=[C:28]([Cl:30])[C:27]([Cl:31])=[C:26]([Cl:32])[CH:25]=4)([C:20]([F:22])([F:23])[F:21])[O:17][N:16]=3)=[CH:11][CH:10]=2)[CH2:3]1)=[O:8], predict the reactants needed to synthesize it. The reactants are: [F:1][C:2]1([C:9]2[CH:14]=[CH:13][C:12]([C:15]3[CH2:19][C:18]([C:24]4[CH:29]=[C:28]([Cl:30])[C:27]([Cl:31])=[C:26]([Cl:32])[CH:25]=4)([C:20]([F:23])([F:22])[F:21])[O:17][N:16]=3)=[CH:11][CH:10]=2)[CH2:5][CH:4]([C:6]([OH:8])=O)[CH2:3]1.C1C=CC2N(O)N=NC=2C=1.CCN(C(C)C)C(C)C.CCN=C=NCCCN(C)C.Cl.Cl.Cl.[F:66][C:67]([F:71])([F:70])[CH2:68][NH2:69].